Dataset: NCI-60 drug combinations with 297,098 pairs across 59 cell lines. Task: Regression. Given two drug SMILES strings and cell line genomic features, predict the synergy score measuring deviation from expected non-interaction effect. Drug 1: C1=CN(C(=O)N=C1N)C2C(C(C(O2)CO)O)O.Cl. Drug 2: C1CC(C1)(C(=O)O)C(=O)O.[NH2-].[NH2-].[Pt+2]. Cell line: K-562. Synergy scores: CSS=43.2, Synergy_ZIP=3.97, Synergy_Bliss=1.84, Synergy_Loewe=-15.0, Synergy_HSA=0.947.